Dataset: Forward reaction prediction with 1.9M reactions from USPTO patents (1976-2016). Task: Predict the product of the given reaction. (1) Given the reactants [CH3:1][S:2]([C:5]1[CH:23]=[CH:22][C:8]([CH:9]=[C:10]2[C:19]3[C:14](=[CH:15][CH:16]=[CH:17][CH:18]=3)[CH2:13][CH2:12]/[C:11]/2=[N:20]\[OH:21])=[CH:7][CH:6]=1)(=[O:4])=[O:3].[CH2:24](I)C.C(=O)([O-])[O-].[K+].[K+].CN(C)C=O, predict the reaction product. The product is: [CH3:24][O:21]/[N:20]=[C:11]1/[C:10](=[CH:9][C:8]2[CH:7]=[CH:6][C:5]([S:2]([CH3:1])(=[O:4])=[O:3])=[CH:23][CH:22]=2)[C:19]2[C:14]([CH2:13][CH2:12]/1)=[CH:15][CH:16]=[CH:17][CH:18]=2. (2) Given the reactants [CH3:1][C:2]1[CH:7]=[CH:6][C:5]([CH:8]([C:12]2[CH:17]=[CH:16][C:15]([CH3:18])=[CH:14][CH:13]=2)[C:9]([OH:11])=O)=[CH:4][CH:3]=1.[NH2:19][CH2:20][CH2:21][CH2:22][N:23]1[CH2:28][CH2:27][CH:26]([C:29]2[CH:30]=[C:31]([NH:36][C:37](=[O:41])[CH:38]([CH3:40])[CH3:39])[CH:32]=[CH:33][C:34]=2[F:35])[CH2:25][CH2:24]1, predict the reaction product. The product is: [CH3:18][C:15]1[CH:16]=[CH:17][C:12]([CH:8]([C:5]2[CH:4]=[CH:3][C:2]([CH3:1])=[CH:7][CH:6]=2)[C:9]([NH:19][CH2:20][CH2:21][CH2:22][N:23]2[CH2:28][CH2:27][CH:26]([C:29]3[CH:30]=[C:31]([NH:36][C:37](=[O:41])[CH:38]([CH3:39])[CH3:40])[CH:32]=[CH:33][C:34]=3[F:35])[CH2:25][CH2:24]2)=[O:11])=[CH:13][CH:14]=1. (3) Given the reactants [ClH:1].[CH3:2][C:3]1[CH:8]=[CH:7][N:6]=[CH:5][C:4]=1[NH:9][CH2:10][CH2:11][C:12]1([C:25]([O:27][CH2:28][CH3:29])=[O:26])[CH2:17][CH2:16][CH2:15][N:14](C(OC(C)(C)C)=O)[CH2:13]1, predict the reaction product. The product is: [ClH:1].[ClH:1].[ClH:1].[CH3:2][C:3]1[CH:8]=[CH:7][N:6]=[CH:5][C:4]=1[NH:9][CH2:10][CH2:11][C:12]1([C:25]([O:27][CH2:28][CH3:29])=[O:26])[CH2:17][CH2:16][CH2:15][NH:14][CH2:13]1. (4) Given the reactants [CH2:1]([O:8][C:9]([NH:11][CH2:12][CH2:13][C:14]([NH:16][C:17]1[NH:25][C:24](=[O:26])[N:23]=[C:22]2[C:18]=1[N:19]=[CH:20][N:21]2[CH2:27][C:28]([N:30]([CH2:41][C:42]([O:44]CC)=[O:43])[CH2:31][CH2:32][NH:33][C:34]([O:36][C:37]([CH3:40])([CH3:39])[CH3:38])=[O:35])=[O:29])=[O:15])=[O:10])[C:2]1[CH:7]=[CH:6][CH:5]=[CH:4][CH:3]=1, predict the reaction product. The product is: [CH2:1]([O:8][C:9]([NH:11][CH2:12][CH2:13][C:14]([NH:16][C:17]1[NH:25][C:24](=[O:26])[N:23]=[C:22]2[C:18]=1[N:19]=[CH:20][N:21]2[CH2:27][C:28]([N:30]([CH2:41][C:42]([OH:44])=[O:43])[CH2:31][CH2:32][NH:33][C:34]([O:36][C:37]([CH3:39])([CH3:40])[CH3:38])=[O:35])=[O:29])=[O:15])=[O:10])[C:2]1[CH:7]=[CH:6][CH:5]=[CH:4][CH:3]=1. (5) Given the reactants [NH2:1][C:2]1[CH:3]=[C:4]2[C:8](=[CH:9][CH:10]=1)[NH:7][CH:6]=[CH:5]2.[CH2:11]([C:13]1[CH:20]=[CH:19][C:16]([CH:17]=O)=[CH:15][CH:14]=1)[CH3:12].[BH4-].[Na+].C(=O)(O)[O-].[Na+], predict the reaction product. The product is: [CH2:11]([C:13]1[CH:20]=[CH:19][C:16]([CH2:17][NH:1][C:2]2[CH:3]=[C:4]3[C:8](=[CH:9][CH:10]=2)[NH:7][CH:6]=[CH:5]3)=[CH:15][CH:14]=1)[CH3:12]. (6) Given the reactants C([C:5]1[CH:10]=[CH:9][C:8]([CH2:11][CH2:12][C:13]([OH:15])=[O:14])=[CH:7][CH:6]=1)(C)(C)C.C(C1C=C([CH2:25][CH2:26][C:27](O)=[O:28])C=CC=1)CC, predict the reaction product. The product is: [CH2:27]([O:28][C:10]1[CH:9]=[C:8]([CH2:11][CH2:12][C:13]([OH:15])=[O:14])[CH:7]=[CH:6][CH:5]=1)[CH2:26][CH3:25]. (7) Given the reactants [C:1](#[N:10])[C:2]1[CH:9]=CC=[C:4]([C:5]#[N:6])[CH:3]=1.[OH:11][NH2:12].Cl[CH2:14]CCC(Cl)=O.[CH3:20][N:21](C)C1C=CC=CC=1, predict the reaction product. The product is: [CH2:4]1[CH:3]2[CH:2]([C:1]3[O:11][N:12]=[C:20]([NH2:21])[N:10]=3)[CH2:9][N:6]([CH2:14]2)[CH2:5]1.